From a dataset of Full USPTO retrosynthesis dataset with 1.9M reactions from patents (1976-2016). Predict the reactants needed to synthesize the given product. Given the product [CH2:27]([C:8]([OH:24])([CH2:7][C:6]([CH:2]1[O:1][CH2:5][CH2:4][O:3]1)([CH3:26])[CH3:25])[C:9]([NH:11][C:12]1[CH:13]=[CH:14][C:15]2[C:20](=[O:21])[O:19][N:18]=[C:17]([CH3:22])[C:16]=2[CH:23]=1)=[O:10])[C:28]1[CH:33]=[CH:32][CH:31]=[CH:30][CH:29]=1, predict the reactants needed to synthesize it. The reactants are: [O:1]1[CH2:5][CH2:4][O:3][CH:2]1[C:6]([CH3:26])([CH3:25])[CH2:7][C:8](=[O:24])[C:9]([NH:11][C:12]1[CH:13]=[CH:14][C:15]2[C:20](=[O:21])[O:19][N:18]=[C:17]([CH3:22])[C:16]=2[CH:23]=1)=[O:10].[CH2:27]([Mg]Cl)[C:28]1[CH:33]=[CH:32][CH:31]=[CH:30][CH:29]=1.